This data is from Aqueous solubility values for 9,982 compounds from the AqSolDB database. The task is: Regression/Classification. Given a drug SMILES string, predict its absorption, distribution, metabolism, or excretion properties. Task type varies by dataset: regression for continuous measurements (e.g., permeability, clearance, half-life) or binary classification for categorical outcomes (e.g., BBB penetration, CYP inhibition). For this dataset (solubility_aqsoldb), we predict Y. (1) The drug is O[Si](O)(c1ccccc1)c1ccccc1. The Y is -2.73 log mol/L. (2) The molecule is Nc1nc2c(ncn2C2OC(CO)C(O)C2O)c(=O)[nH]1. The Y is -2.74 log mol/L. (3) The molecule is COc1ccn(C)c(=O)c1C#N. The Y is -1.78 log mol/L. (4) The compound is O=C(O)c1ccc2ccccc2n1. The Y is -1.09 log mol/L. (5) The drug is CCCCCCCCP(=O)(O)O. The Y is -3.01 log mol/L.